Predict the product of the given reaction. From a dataset of Forward reaction prediction with 1.9M reactions from USPTO patents (1976-2016). (1) Given the reactants [Br:1][C:2]1[CH:15]=[CH:14][C:5]([CH2:6][S:7]([CH2:10][C:11](O)=O)(=[O:9])=[O:8])=[CH:4][CH:3]=1.[F:16][C:17]1[CH:24]=[CH:23][C:20](C=O)=[CH:19][CH:18]=1, predict the reaction product. The product is: [Br:1][C:2]1[CH:15]=[CH:14][C:5]([CH2:6][S:7](/[CH:10]=[CH:11]/[C:20]2[CH:23]=[CH:24][C:17]([F:16])=[CH:18][CH:19]=2)(=[O:9])=[O:8])=[CH:4][CH:3]=1. (2) Given the reactants Cl.[Br:2][C:3]1[CH:16]=[CH:15][C:6]([O:7][CH2:8][CH:9]2[CH2:14][CH2:13][NH:12][CH2:11][CH2:10]2)=[CH:5][CH:4]=1.[CH3:17][CH:18]1[CH2:20][O:19]1.C([O-])([O-])=O.[K+].[K+].O, predict the reaction product. The product is: [Br:2][C:3]1[CH:4]=[CH:5][C:6]([O:7][CH2:8][CH:9]2[CH2:10][CH2:11][N:12]([CH2:17][CH:18]([OH:19])[CH3:20])[CH2:13][CH2:14]2)=[CH:15][CH:16]=1. (3) Given the reactants [Cl:1][S:2]([OH:5])(=O)=[O:3].[F:6][C:7]([F:24])([F:23])[C:8]([N:10]1[CH2:14][CH2:13][C@@H:12]([CH2:15][C:16]2[CH:21]=[CH:20][CH:19]=[C:18]([F:22])[CH:17]=2)[CH2:11]1)=[O:9], predict the reaction product. The product is: [F:22][C:18]1[CH:19]=[CH:20][C:21]([S:2]([Cl:1])(=[O:5])=[O:3])=[C:16]([CH2:15][C@@H:12]2[CH2:13][CH2:14][N:10]([C:8](=[O:9])[C:7]([F:6])([F:23])[F:24])[CH2:11]2)[CH:17]=1. (4) Given the reactants F[C:2]1[CH:9]=[CH:8][C:7]([F:10])=[CH:6][C:3]=1[C:4]#[N:5].[NH:11]1[CH2:16][CH2:15][O:14][CH2:13][CH2:12]1.O, predict the reaction product. The product is: [F:10][C:7]1[CH:8]=[CH:9][C:2]([N:11]2[CH2:16][CH2:15][O:14][CH2:13][CH2:12]2)=[C:3]([CH:6]=1)[C:4]#[N:5]. (5) Given the reactants [ClH:1].[ClH:2].Cl[CH2:4][C:5]1[N:6]=[C:7]([CH2:10][N:11]([CH3:13])[CH3:12])[S:8][CH:9]=1.[CH3:14][O:15][C:16]1[CH:17]=[C:18]2[C:23](=[CH:24][C:25]=1[OH:26])[N:22]=[CH:21][N:20]=[CH:19]2.C(=O)([O-])[O-].[K+].[K+], predict the reaction product. The product is: [Cl:1][C:17]1[CH:18]=[C:23]([NH:22][C:19]2[C:18]3[C:23](=[CH:24][C:25]([O:26][CH2:4][C:5]4[N:6]=[C:7]([CH2:10][N:11]([CH3:13])[CH3:12])[S:8][CH:9]=4)=[C:16]([O:15][CH3:14])[CH:17]=3)[N:22]=[CH:21][N:20]=2)[CH:24]=[CH:25][C:16]=1[Cl:2].